This data is from Forward reaction prediction with 1.9M reactions from USPTO patents (1976-2016). The task is: Predict the product of the given reaction. Given the reactants CN(C)C=O.[F:6][C:7]1[CH:12]=[CH:11][C:10]([OH:13])=[CH:9][CH:8]=1.F[C:15]1[CH:22]=[CH:21][C:18]([CH:19]=[O:20])=[CH:17][CH:16]=1.C(=O)([O-])[O-].[K+].[K+], predict the reaction product. The product is: [F:6][C:7]1[CH:12]=[CH:11][C:10]([O:13][C:15]2[CH:22]=[CH:21][C:18]([CH:19]=[O:20])=[CH:17][CH:16]=2)=[CH:9][CH:8]=1.